Dataset: Full USPTO retrosynthesis dataset with 1.9M reactions from patents (1976-2016). Task: Predict the reactants needed to synthesize the given product. (1) Given the product [CH3:9][O:8][C:5]1[N:4]=[C:3]([CH3:10])[C:2]([B:16]([OH:21])[OH:17])=[CH:7][CH:6]=1, predict the reactants needed to synthesize it. The reactants are: Br[C:2]1[C:3]([CH3:10])=[N:4][C:5]([O:8][CH3:9])=[CH:6][CH:7]=1.C([Li])CCC.[B:16](OC(C)C)([O:21]C(C)C)[O:17]C(C)C. (2) Given the product [C:1]([O:5][C:6]([N:8]1[C@H:13]([C:14](=[O:16])[NH:39][N:35]2[CH2:36][CH2:37][CH2:38][C:33]([CH3:40])([CH3:32])[CH2:34]2)[CH2:12][C@@H:11]2[C@H:9]1[CH2:10]2)=[O:7])([CH3:2])([CH3:3])[CH3:4], predict the reactants needed to synthesize it. The reactants are: [C:1]([O:5][C:6]([N:8]1[C@H:13]([C:14]([OH:16])=O)[CH2:12][C@@H:11]2[C@H:9]1[CH2:10]2)=[O:7])([CH3:4])([CH3:3])[CH3:2].C1CCC(N=C=NC2CCCCC2)CC1.[CH3:32][C:33]1([CH3:40])[CH2:38][CH2:37][CH2:36][N:35]([NH2:39])[CH2:34]1. (3) Given the product [Cl:24][C:25]1[C:26]([O:8][C:5]2[CH:6]=[CH:7][C:2]([Cl:1])=[CH:3][C:4]=2[C:9]2[CH:10]=[N:11][N:12]3[CH2:17][CH2:16][CH2:15][NH:14][C:13]=23)=[CH:27][C:28]([F:47])=[C:29]([S:31]([N:34]([C:42]2[N:43]=[CH:44][S:45][CH:46]=2)[C:35](=[O:41])[O:36][C:37]([CH3:40])([CH3:39])[CH3:38])(=[O:33])=[O:32])[CH:30]=1, predict the reactants needed to synthesize it. The reactants are: [Cl:1][C:2]1[CH:7]=[CH:6][C:5]([OH:8])=[C:4]([C:9]2[CH:10]=[N:11][N:12]3[CH2:17][CH2:16][CH2:15][NH:14][C:13]=23)[CH:3]=1.C([O-])([O-])=O.[K+].[K+].[Cl:24][C:25]1[C:26](F)=[CH:27][C:28]([F:47])=[C:29]([S:31]([N:34]([C:42]2[N:43]=[CH:44][S:45][CH:46]=2)[C:35](=[O:41])[O:36][C:37]([CH3:40])([CH3:39])[CH3:38])(=[O:33])=[O:32])[CH:30]=1.O. (4) Given the product [I:1][C:2]1[CH:3]=[CH:4][C:5]([C:6]([N:12]2[CH2:15][CH2:14][CH2:13]2)=[O:8])=[CH:9][CH:10]=1, predict the reactants needed to synthesize it. The reactants are: [I:1][C:2]1[CH:10]=[CH:9][C:5]([C:6]([OH:8])=O)=[CH:4][CH:3]=1.Cl.[NH:12]1[CH2:15][CH2:14][CH2:13]1. (5) Given the product [N:1]1([CH2:11][C:12]2[CH:13]=[N:14][C:15]([C:18](=[O:20])[CH3:19])=[N:16][CH:17]=2)[CH2:5][CH2:4][CH2:3][CH2:2]1, predict the reactants needed to synthesize it. The reactants are: [NH:1]1[CH2:5][CH2:4][CH2:3][CH2:2]1.CS(O[CH2:11][C:12]1[CH:13]=[N:14][C:15]([C:18]([O:20]CC)=[CH2:19])=[N:16][CH:17]=1)(=O)=O.